From a dataset of Full USPTO retrosynthesis dataset with 1.9M reactions from patents (1976-2016). Predict the reactants needed to synthesize the given product. (1) Given the product [NH2:1][C:2]1[N:7]=[C:6]([N:8]2[CH2:13][CH2:12][CH2:11][C@H:10]([C:14]([NH:45][C:44]3[CH:46]=[CH:47][C:41]([Cl:40])=[CH:42][CH:43]=3)=[O:15])[CH2:9]2)[CH:5]=[C:4]([C:17]2[CH:22]=[CH:21][C:20]([C:23]#[N:24])=[C:19]([F:25])[CH:18]=2)[N:3]=1, predict the reactants needed to synthesize it. The reactants are: [NH2:1][C:2]1[N:7]=[C:6]([N:8]2[CH2:13][CH2:12][CH2:11][C@H:10]([C:14](O)=[O:15])[CH2:9]2)[CH:5]=[C:4]([C:17]2[CH:22]=[CH:21][C:20]([C:23]#[N:24])=[C:19]([F:25])[CH:18]=2)[N:3]=1.C(Cl)CCl.C1C=CC2N(O)N=NC=2C=1.[Cl:40][C:41]1[CH:47]=[CH:46][C:44]([NH2:45])=[CH:43][CH:42]=1. (2) Given the product [O:34]=[S:29]1(=[O:35])[CH2:33][CH2:32][CH2:31][N:30]1[C:2]1[CH:7]=[CH:6][C:5]([C:8]([N:10]2[CH2:15][CH2:14][N:13]([C:16]3[C:21]([CH3:22])=[CH:20][C:19]([CH3:23])=[C:18]([CH3:24])[N:17]=3)[CH2:12][CH2:11]2)=[O:9])=[C:4]([S:25]([CH3:28])(=[O:27])=[O:26])[CH:3]=1, predict the reactants needed to synthesize it. The reactants are: Br[C:2]1[CH:7]=[CH:6][C:5]([C:8]([N:10]2[CH2:15][CH2:14][N:13]([C:16]3[C:21]([CH3:22])=[CH:20][C:19]([CH3:23])=[C:18]([CH3:24])[N:17]=3)[CH2:12][CH2:11]2)=[O:9])=[C:4]([S:25]([CH3:28])(=[O:27])=[O:26])[CH:3]=1.[S:29]1(=[O:35])(=[O:34])[CH2:33][CH2:32][CH2:31][NH:30]1. (3) Given the product [O:27]1[C:23]2[CH:22]=[CH:21][C:20]([C:18](=[O:19])[CH2:17][CH2:16][C:15]([NH:14][C:4]3[CH:3]=[C:2]([C:64]4[CH:65]=[CH:66][N:61]=[CH:62][CH:63]=4)[CH:7]=[C:6]([C:8]4[CH:13]=[CH:12][CH:11]=[CH:10][CH:9]=4)[N:5]=3)=[O:29])=[CH:28][C:24]=2[CH2:25][CH2:26]1, predict the reactants needed to synthesize it. The reactants are: Cl[C:2]1[CH:7]=[C:6]([C:8]2[CH:13]=[CH:12][CH:11]=[CH:10][CH:9]=2)[N:5]=[C:4]([NH:14][C:15](=[O:29])[CH2:16][CH2:17][C:18]([C:20]2[CH:21]=[CH:22][C:23]3[O:27][CH2:26][CH2:25][C:24]=3[CH:28]=2)=[O:19])[CH:3]=1.C1(C2C=CC=CC=2)C=CC=CC=1P(C1CCCCC1)C1CCCCC1.C(=O)([O-])[O-].[K+].[K+].[N:61]1[CH:66]=[CH:65][C:64](B(O)O)=[CH:63][CH:62]=1.